This data is from Forward reaction prediction with 1.9M reactions from USPTO patents (1976-2016). The task is: Predict the product of the given reaction. (1) Given the reactants [CH3:1][C:2]1[CH:7]=[CH:6][CH:5]=[CH:4][C:3]=1[CH2:8][CH2:9][OH:10].[OH:11][CH:12]([OH:16])[C:13](O)=O, predict the reaction product. The product is: [CH3:1][C:2]1[CH:7]=[CH:6][CH:5]=[C:4]2[C:3]=1[CH2:8][CH2:9][O:10][CH:13]2[C:12]([OH:16])=[O:11]. (2) Given the reactants [SH:1][C:2]1[CH:3]=[C:4]([CH:8]=[CH:9][CH:10]=1)[C:5]([OH:7])=[O:6].Br[CH2:12][C:13]1[CH:14]=[C:15]([CH:20]=[CH:21][CH:22]=1)[C:16]([O:18][CH3:19])=[O:17].C([O-])([O-])=O.[K+].[K+], predict the reaction product. The product is: [CH3:19][O:18][C:16]([C:15]1[CH:14]=[C:13]([CH:22]=[CH:21][CH:20]=1)[CH2:12][S:1][C:2]1[CH:3]=[C:4]([CH:8]=[CH:9][CH:10]=1)[C:5]([OH:7])=[O:6])=[O:17]. (3) Given the reactants [Br-].[Br-].[C:3]1(P(C2C=CC=CC=2)C2C=CC=CC=2)[CH:8]=CC=C[CH:4]=1.[Br:22][C:23]1[CH:28]=[CH:27][C:26]([SiH2:29]OCC(CC=C)CC=C)=[CH:25][CH:24]=1.[CH2:39]([Mg]Br)[CH:40]=[CH2:41].Cl.[CH3:45][CH2:46][CH2:47]CCC.C(OCC)(=O)C, predict the reaction product. The product is: [Br:22][C:23]1[CH:24]=[CH:25][C:26]([Si:29]([CH2:47][CH:46]=[CH2:45])([CH2:39][CH:40]=[CH2:41])[CH2:8][CH:3]=[CH2:4])=[CH:27][CH:28]=1. (4) Given the reactants [C:1]([C:3]1[CH:4]=[C:5]([S:10]([N:13](CC2C=CC(OC)=CC=2OC)[C:14]2[CH:19]=[CH:18][C:17]([F:20])=[CH:16][N:15]=2)(=[O:12])=[O:11])[CH:6]=[CH:7][C:8]=1F)#[N:2].[Cl:32][C:33]1[CH:40]=[C:39]([OH:41])[CH:38]=[C:37]([Cl:42])[C:34]=1[C:35]#[N:36], predict the reaction product. The product is: [C:1]([C:3]1[CH:4]=[C:5]([S:10]([NH:13][C:14]2[CH:19]=[CH:18][C:17]([F:20])=[CH:16][N:15]=2)(=[O:11])=[O:12])[CH:6]=[CH:7][C:8]=1[O:41][C:39]1[CH:38]=[C:37]([Cl:42])[C:34]([C:35]#[N:36])=[C:33]([Cl:32])[CH:40]=1)#[N:2]. (5) Given the reactants Br[C:2]1[CH:3]=[C:4]2[CH2:10][C@:9]3([CH:15]4[CH2:16][CH2:17][N:12]([CH2:13][CH2:14]4)[CH2:11]3)[O:8][C:5]2=[N:6][CH:7]=1.[S:18]1[CH:22]=[C:21](B(O)O)[C:20]2[CH:26]=[CH:27][CH:28]=[CH:29][C:19]1=2, predict the reaction product. The product is: [S:18]1[CH:22]=[C:21]([C:2]2[CH:3]=[C:4]3[CH2:10][C@:9]4([CH:15]5[CH2:16][CH2:17][N:12]([CH2:13][CH2:14]5)[CH2:11]4)[O:8][C:5]3=[N:6][CH:7]=2)[C:20]2[CH:26]=[CH:27][CH:28]=[CH:29][C:19]1=2. (6) Given the reactants [CH3:1][O:2][C:3]1[CH:10]=[CH:9][C:6]([CH:7]=[O:8])=[CH:5][CH:4]=1.[CH:11]([Mg]Cl)([CH3:13])[CH3:12].[Cl-].[NH4+], predict the reaction product. The product is: [CH3:1][O:2][C:3]1[CH:10]=[CH:9][C:6]([CH:7]([OH:8])[CH:11]([CH3:13])[CH3:12])=[CH:5][CH:4]=1. (7) Given the reactants [C:1]([CH2:4][N:5]1[C:13]2[C:8](=[CH:9][C:10]([N+:14]([O-:16])=[O:15])=[CH:11][CH:12]=2)[C:7]([S:17](Cl)(=[O:19])=[O:18])=[CH:6]1)(=[O:3])[NH2:2].[OH-].[NH4+:22], predict the reaction product. The product is: [N+:14]([C:10]1[CH:9]=[C:8]2[C:13](=[CH:12][CH:11]=1)[N:5]([CH2:4][C:1]([NH2:2])=[O:3])[CH:6]=[C:7]2[S:17](=[O:19])(=[O:18])[NH2:22])([O-:16])=[O:15]. (8) Given the reactants [C:1]([O:5][C:6]([N:8]1[CH2:13][CH2:12][CH:11]([C:14]2[O:23][C:17]3=[CH:18][N:19]=[C:20](Cl)[CH:21]=[C:16]3[CH:15]=2)[CH2:10][CH2:9]1)=[O:7])([CH3:4])([CH3:3])[CH3:2].[F:24][C:25]1[CH:26]=[C:27](B(O)O)[CH:28]=[CH:29][C:30]=1[S:31]([CH3:34])(=[O:33])=[O:32], predict the reaction product. The product is: [C:1]([O:5][C:6]([N:8]1[CH2:13][CH2:12][CH:11]([C:14]2[O:23][C:17]3=[CH:18][N:19]=[C:20]([C:27]4[CH:28]=[CH:29][C:30]([S:31]([CH3:34])(=[O:32])=[O:33])=[C:25]([F:24])[CH:26]=4)[CH:21]=[C:16]3[CH:15]=2)[CH2:10][CH2:9]1)=[O:7])([CH3:4])([CH3:3])[CH3:2]. (9) Given the reactants [C:1](Cl)(=[O:3])[CH3:2].[CH2:5]([C:9]1[N:14]=[C:13]([Cl:15])[N:12]=[C:11]([N:16]2[CH2:21][CH2:20][CH2:19][C@@H:18]([NH2:22])[CH2:17]2)[CH:10]=1)[CH2:6][CH2:7][CH3:8].C(N(CC)CC)C, predict the reaction product. The product is: [CH2:5]([C:9]1[N:14]=[C:13]([Cl:15])[N:12]=[C:11]([N:16]2[CH2:21][CH2:20][CH2:19][C@@H:18]([NH:22][C:1](=[O:3])[CH3:2])[CH2:17]2)[CH:10]=1)[CH2:6][CH2:7][CH3:8].